This data is from Reaction yield outcomes from USPTO patents with 853,638 reactions. The task is: Predict the reaction yield, written as a fraction of the theoretical maximum amount of product (1.0 means a 100% yield; for example, 0.34 means a 34% yield). The reactants are C(OC([N:8]1[CH2:13][CH2:12][N:11]([C:14]2[CH:19]=[CH:18][C:17]([C:20](=[O:42])[NH:21][C:22]3[C:30]4[C:25](=[CH:26][C:27]([O:31][CH2:32][CH2:33][O:34][CH2:35][C:36]5[CH:41]=[CH:40][CH:39]=[CH:38][CH:37]=5)=[CH:28][CH:29]=4)[NH:24][N:23]=3)=[CH:16][CH:15]=2)[CH2:10][CH2:9]1)=O)(C)(C)C.Cl. The catalyst is O1CCOCC1.CO. The product is [CH2:35]([O:34][CH2:33][CH2:32][O:31][C:27]1[CH:26]=[C:25]2[C:30]([C:22]([NH:21][C:20](=[O:42])[C:17]3[CH:18]=[CH:19][C:14]([N:11]4[CH2:10][CH2:9][NH:8][CH2:13][CH2:12]4)=[CH:15][CH:16]=3)=[N:23][NH:24]2)=[CH:29][CH:28]=1)[C:36]1[CH:37]=[CH:38][CH:39]=[CH:40][CH:41]=1. The yield is 0.750.